From a dataset of Reaction yield outcomes from USPTO patents with 853,638 reactions. Predict the reaction yield, written as a fraction of the theoretical maximum amount of product (1.0 means a 100% yield; for example, 0.34 means a 34% yield). The reactants are CS(C)=O.[C:5]([O:9][C:10]([N:12]1[CH2:17][CH2:16][CH:15]([C:18]2[NH:19][CH:20]=[C:21]([C:23]3[CH:28]=[CH:27][C:26]([F:29])=[C:25]([C:30]([F:33])([F:32])[F:31])[CH:24]=3)[N:22]=2)[CH2:14][CH2:13]1)=[O:11])([CH3:8])([CH3:7])[CH3:6].[OH-].[Na+].Cl.Cl[CH2:38][CH2:39][N:40]([CH3:42])[CH3:41]. The catalyst is O. The product is [C:5]([O:9][C:10]([N:12]1[CH2:17][CH2:16][CH:15]([C:18]2[N:19]([CH2:38][CH2:39][N:40]([CH3:42])[CH3:41])[CH:20]=[C:21]([C:23]3[CH:28]=[CH:27][C:26]([F:29])=[C:25]([C:30]([F:31])([F:32])[F:33])[CH:24]=3)[N:22]=2)[CH2:14][CH2:13]1)=[O:11])([CH3:8])([CH3:6])[CH3:7]. The yield is 0.875.